From a dataset of Full USPTO retrosynthesis dataset with 1.9M reactions from patents (1976-2016). Predict the reactants needed to synthesize the given product. (1) Given the product [F:31][C:27]1([F:30])[CH2:28][CH2:29][CH:24]([CH2:23][NH:22][C:20]([C:13]2[C:12]3[C:16](=[CH:17][CH:18]=[CH:19][C:11]=3[Cl:10])[N:15]([CH2:5][C:4](=[O:7])[N:3]([CH2:8][CH3:9])[CH2:1][CH3:2])[CH:14]=2)=[O:21])[CH2:25][CH2:26]1, predict the reactants needed to synthesize it. The reactants are: [CH2:1]([N:3]([CH2:8][CH3:9])[C:4](=[O:7])[CH2:5]Cl)[CH3:2].[Cl:10][C:11]1[CH:19]=[CH:18][CH:17]=[C:16]2[C:12]=1[C:13]([C:20]([NH:22][CH2:23][CH:24]1[CH2:29][CH2:28][C:27]([F:31])([F:30])[CH2:26][CH2:25]1)=[O:21])=[CH:14][NH:15]2. (2) Given the product [Br:1][C:2]1[CH:3]=[N:4][N:5]([CH3:16])[C:6]=1[C:7]1[CH:8]=[C:9]([C:13]([NH:17][C@@H:18]([CH2:31][C:32]2[CH:37]=[CH:36][CH:35]=[C:34]([F:38])[CH:33]=2)[CH2:19][N:20]2[C:28](=[O:29])[C:27]3[C:22](=[CH:23][CH:24]=[CH:25][CH:26]=3)[C:21]2=[O:30])=[O:15])[S:10][C:11]=1[CH3:12], predict the reactants needed to synthesize it. The reactants are: [Br:1][C:2]1[CH:3]=[N:4][N:5]([CH3:16])[C:6]=1[C:7]1[CH:8]=[C:9]([C:13]([OH:15])=O)[S:10][C:11]=1[CH3:12].[NH2:17][C@@H:18]([CH2:31][C:32]1[CH:37]=[CH:36][CH:35]=[C:34]([F:38])[CH:33]=1)[CH2:19][N:20]1[C:28](=[O:29])[C:27]2[C:22](=[CH:23][CH:24]=[CH:25][CH:26]=2)[C:21]1=[O:30].CC(OC(N[C@H](C(O)=O)CC1C=CC=CC=1C(F)(F)F)=O)(C)C.C1CN([P+](Br)(N2CCCC2)N2CCCC2)CC1.F[P-](F)(F)(F)(F)F.CCN(C(C)C)C(C)C.